The task is: Predict which catalyst facilitates the given reaction.. This data is from Catalyst prediction with 721,799 reactions and 888 catalyst types from USPTO. Reactant: [CH3:1][O:2][C:3]1[CH:8]=[C:7]([S:9]([CH3:12])(=[O:11])=[O:10])[CH:6]=[CH:5][C:4]=1[N+:13]([O-])=O. Product: [CH3:1][O:2][C:3]1[CH:8]=[C:7]([S:9]([CH3:12])(=[O:11])=[O:10])[CH:6]=[CH:5][C:4]=1[NH2:13]. The catalyst class is: 63.